Dataset: Forward reaction prediction with 1.9M reactions from USPTO patents (1976-2016). Task: Predict the product of the given reaction. (1) The product is: [C:19]([C:20]1[CH:21]=[CH:22][C:23]([C:6]([N:8]2[CH2:12][C:11](=[N:13][O:14][CH3:15])[CH2:10][C@H:9]2[C:16]([NH:36][CH2:37][CH:38]([OH:39])[C:40]2[CH:45]=[CH:44][CH:43]=[CH:42][CH:41]=2)=[O:18])=[O:7])=[CH:24][CH:25]=1)(=[O:26])[C:27]1[CH:28]=[CH:29][CH:30]=[CH:34][CH:35]=1. Given the reactants C(O[C:6]([N:8]1[CH2:12][C:11](=[N:13][O:14][CH3:15])[CH2:10][C@H:9]1[C:16]([OH:18])=O)=[O:7])(C)(C)C.[C:19]([C:27]1[CH:35]=[CH:34][C:30](C(O)=O)=[CH:29][CH:28]=1)(=[O:26])[C:20]1[CH:25]=[CH:24][CH:23]=[CH:22][CH:21]=1.[NH2:36][CH2:37][CH:38]([C:40]1[CH:45]=[CH:44][CH:43]=[CH:42][CH:41]=1)[OH:39], predict the reaction product. (2) The product is: [CH:25]1([C:24]2[O:1][N:2]=[C:3]([C:4]3[CH:5]=[CH:6][C:7]4[N:8]([C:10]([CH2:13][NH2:14])=[N:11][N:12]=4)[N:9]=3)[CH:22]=2)[CH2:26][CH2:27]1. Given the reactants [OH:1]/[N:2]=[CH:3]/[C:4]1[CH:5]=[CH:6][C:7]2[N:8]([C:10]([CH2:13][NH:14]C(=O)OC(C)(C)C)=[N:11][N:12]=2)[N:9]=1.[CH:22]([C:24]1[CH:25]=[CH:26][C:27]2N(C(CNC(=O)OC(C)(C)C)=NN=2)N=1)=O.Cl.NO.[OH-].[Na+], predict the reaction product. (3) Given the reactants [Cl:1][C:2]1[N:11]=[C:10](Cl)[C:9]2[C:4](=[CH:5][CH:6]=[C:7]([CH3:13])[CH:8]=2)[N:3]=1.[NH2:14][CH2:15][C:16]1([N:20]([CH2:28][C:29]2[CH:34]=[CH:33][CH:32]=[CH:31][CH:30]=2)[CH2:21][C:22]2[CH:27]=[CH:26][CH:25]=[CH:24][CH:23]=2)[CH2:19][O:18][CH2:17]1.[CH2:35](N(CC)CC)C, predict the reaction product. The product is: [Cl:1][C:2]1[N:11]=[C:10]([NH:14][CH2:15][C:16]2([N:20]([CH2:21][C:22]3[CH:27]=[CH:26][CH:25]=[CH:24][CH:23]=3)[CH2:28][C:29]3[CH:34]=[CH:33][CH:32]=[CH:31][CH:30]=3)[CH2:19][O:18][CH2:17]2)[C:9]2[C:4](=[CH:5][CH:6]=[C:7]([CH2:13][CH3:35])[CH:8]=2)[N:3]=1. (4) Given the reactants [CH3:1][N:2]([CH3:14])[C:3]1[CH:8]=[C:7](OC)[C:6]([B:11]([OH:13])[OH:12])=[CH:5][N:4]=1.CNC.C([Li])CCC.[CH:33]([O:32]B([O:32][CH:33]([CH3:35])[CH3:34])[O:32][CH:33]([CH3:35])[CH3:34])([CH3:35])[CH3:34], predict the reaction product. The product is: [CH3:1][N:2]([CH3:14])[C:3]1[CH:8]=[C:7]([O:32][CH:33]([CH3:34])[CH3:35])[C:6]([B:11]([OH:13])[OH:12])=[CH:5][N:4]=1. (5) Given the reactants [CH3:1][O:2][C:3]1[CH:4]=[C:5]([C:11]([C:13]2[CH:18]=[C:17]([O:19][CH3:20])[CH:16]=[C:15]([O:21][CH3:22])[CH:14]=2)=[O:12])[CH:6]=[C:7]([O:9][CH3:10])[CH:8]=1.[CH2:23]1COC[CH2:24]1.C([Mg]Br)#C.CC(C)=O.CCCCCC, predict the reaction product. The product is: [CH3:22][O:21][C:15]1[CH:14]=[C:13]([C:11]([C:5]2[CH:6]=[C:7]([O:9][CH3:10])[CH:8]=[C:3]([O:2][CH3:1])[CH:4]=2)([OH:12])[C:23]#[CH:24])[CH:18]=[C:17]([O:19][CH3:20])[CH:16]=1.